This data is from Catalyst prediction with 721,799 reactions and 888 catalyst types from USPTO. The task is: Predict which catalyst facilitates the given reaction. Product: [CH2:1]([N:8]1[C:12]([C:13]2[C:18]([CH3:19])=[CH:17][CH:16]=[CH:15][C:14]=2[NH:20][S:27]([C:21]2[CH:26]=[CH:25][CH:24]=[CH:23][CH:22]=2)(=[O:29])=[O:28])=[N:11][N:10]=[N:9]1)[C:2]1[CH:3]=[CH:4][CH:5]=[CH:6][CH:7]=1. Reactant: [CH2:1]([N:8]1[C:12]([C:13]2[C:18]([CH3:19])=[CH:17][CH:16]=[CH:15][C:14]=2[NH2:20])=[N:11][N:10]=[N:9]1)[C:2]1[CH:7]=[CH:6][CH:5]=[CH:4][CH:3]=1.[C:21]1([S:27](Cl)(=[O:29])=[O:28])[CH:26]=[CH:25][CH:24]=[CH:23][CH:22]=1. The catalyst class is: 300.